From a dataset of Catalyst prediction with 721,799 reactions and 888 catalyst types from USPTO. Predict which catalyst facilitates the given reaction. (1) The catalyst class is: 514. Product: [C:8]([C:5]1[N:6]=[N:7][C:2]([NH:20][C@@H:21]2[CH2:26][CH2:25][CH2:24][CH2:23][C@@H:22]2[NH:27][C:28](=[O:34])[O:29][C:30]([CH3:32])([CH3:31])[CH3:33])=[CH:3][C:4]=1[NH:11][C:12]1[CH:17]=[C:16]([CH3:18])[CH:15]=[C:14]([CH3:19])[CH:13]=1)(=[O:9])[NH2:10]. Reactant: Cl[C:2]1[N:7]=[N:6][C:5]([C:8]([NH2:10])=[O:9])=[C:4]([NH:11][C:12]2[CH:17]=[C:16]([CH3:18])[CH:15]=[C:14]([CH3:19])[CH:13]=2)[CH:3]=1.[NH2:20][C@@H:21]1[CH2:26][CH2:25][CH2:24][CH2:23][C@@H:22]1[NH:27][C:28](=[O:34])[O:29][C:30]([CH3:33])([CH3:32])[CH3:31]. (2) Reactant: C([N:4]1[C:12]2[C:7](=[CH:8][C:9]([N+:13]([O-:15])=[O:14])=[CH:10][CH:11]=2)[C:6](=[C:16](OCC)[C:17]2[CH:22]=[CH:21][CH:20]=[CH:19][CH:18]=2)[C:5]1=[O:26])(=O)C.[N:27]1([CH2:33][C:34]2[CH:35]=[C:36]([CH:38]=[CH:39][CH:40]=2)[NH2:37])[CH2:32][CH2:31][CH2:30][CH2:29][CH2:28]1.[OH-].[Na+]. Product: [N:27]1([CH2:33][C:34]2[CH:35]=[C:36]([NH:37]/[C:16](=[C:6]3\[C:5](=[O:26])[NH:4][C:12]4[C:7]\3=[CH:8][C:9]([N+:13]([O-:15])=[O:14])=[CH:10][CH:11]=4)/[C:17]3[CH:18]=[CH:19][CH:20]=[CH:21][CH:22]=3)[CH:38]=[CH:39][CH:40]=2)[CH2:32][CH2:31][CH2:30][CH2:29][CH2:28]1. The catalyst class is: 121. (3) Reactant: [C:1]([NH:4][C@@H:5]([CH3:31])[CH2:6][O:7][C:8]1[CH:13]=[C:12]([S:14][CH2:15][CH2:16][C:17]([O:19][CH2:20][CH:21]([CH2:26][CH3:27])[CH2:22][CH2:23][CH2:24][CH3:25])=[O:18])[C:11]([N+:28]([O-])=O)=[CH:10][N:9]=1)(=[O:3])[CH3:2].[Cl-].[NH4+].C(O)C. Product: [C:1]([NH:4][C@@H:5]([CH3:31])[CH2:6][O:7][C:8]1[CH:13]=[C:12]([S:14][CH2:15][CH2:16][C:17]([O:19][CH2:20][CH:21]([CH2:26][CH3:27])[CH2:22][CH2:23][CH2:24][CH3:25])=[O:18])[C:11]([NH2:28])=[CH:10][N:9]=1)(=[O:3])[CH3:2]. The catalyst class is: 6. (4) Reactant: [NH:1]1[CH2:6][CH2:5][CH2:4][CH2:3][CH2:2]1.[CH3:7][O:8][C:9]([C:11]1[CH:12]=[C:13]([CH3:33])[C:14]2[O:20][C:19]3[C:21]([Cl:29])=[CH:22][C:23]([NH:25][CH2:26][CH2:27]Cl)=[CH:24][C:18]=3[CH2:17][S:16](=[O:31])(=[O:30])[C:15]=2[CH:32]=1)=[O:10]. Product: [CH3:7][O:8][C:9]([C:11]1[CH:12]=[C:13]([CH3:33])[C:14]2[O:20][C:19]3[C:21]([Cl:29])=[CH:22][C:23]([NH:25][CH2:26][CH2:27][N:1]4[CH2:6][CH2:5][CH2:4][CH2:3][CH2:2]4)=[CH:24][C:18]=3[CH2:17][S:16](=[O:30])(=[O:31])[C:15]=2[CH:32]=1)=[O:10]. The catalyst class is: 3. (5) Reactant: [Br:1][C:2]1[NH:10][C:9]2[C:8](=[O:11])[NH:7][C:6](=[O:12])[N:5]([CH3:13])[C:4]=2[N:3]=1.C(N(C(C)C)CC)(C)C.Br[CH2:24][CH2:25][CH:26]([CH3:28])[CH3:27]. Product: [Br:1][C:2]1[N:10]([CH2:24][CH2:25][CH:26]([CH3:28])[CH3:27])[C:9]2[C:8](=[O:11])[NH:7][C:6](=[O:12])[N:5]([CH3:13])[C:4]=2[N:3]=1. The catalyst class is: 18. (6) Reactant: [F:1][C:2]1[CH:19]=[CH:18][C:5]([CH2:6][CH:7]2[CH2:12][CH2:11][N:10]([C:13](=[O:17])[C:14]([OH:16])=O)[CH2:9][CH2:8]2)=[CH:4][CH:3]=1.CN(C(ON1N=[N:35][C:30]2[CH:31]=[CH:32][CH:33]=[CH:34][C:29]1=2)=[N+](C)C)C.F[P-](F)(F)(F)(F)F.C(N(CC)CC)C.C[N:52](C)[CH:53]=[O:54].C([O-])(O)=[O:57].[Na+]. Product: [F:1][C:2]1[CH:3]=[CH:4][C:5]([CH2:6][CH:7]2[CH2:8][CH2:9][N:10]([C:13](=[O:17])[C:14]([NH:35][C:30]3[CH:29]=[CH:34][C:33]4[NH:52][C:53](=[O:54])[O:57][C:32]=4[CH:31]=3)=[O:16])[CH2:11][CH2:12]2)=[CH:18][CH:19]=1. The catalyst class is: 95. (7) Reactant: [Br:1][C:2]1[CH:3]=[C:4]2[C:8](=[CH:9][CH:10]=1)[N:7](C(=O)C)[CH2:6][CH2:5]2.C([O-])([O-])=O.[Na+].[Na+]. Product: [Br:1][C:2]1[CH:3]=[C:4]2[C:8](=[CH:9][CH:10]=1)[NH:7][CH2:6][CH2:5]2. The catalyst class is: 33.